Dataset: Forward reaction prediction with 1.9M reactions from USPTO patents (1976-2016). Task: Predict the product of the given reaction. (1) Given the reactants [C:1]([C:11]1[CH:31]=[CH:30][C:14]([CH2:15][NH:16][CH2:17][C:18]2[CH:29]=[CH:28][C:21]([O:22][CH2:23][C:24]([O:26][CH3:27])=[O:25])=[CH:20][CH:19]=2)=[CH:13][CH:12]=1)#[C:2][CH2:3][CH2:4][CH2:5][CH2:6][CH2:7][CH2:8][CH2:9][CH3:10].[C:32](Cl)(=[O:34])[CH3:33], predict the reaction product. The product is: [C:32]([N:16]([CH2:17][C:18]1[CH:29]=[CH:28][C:21]([O:22][CH2:23][C:24]([O:26][CH3:27])=[O:25])=[CH:20][CH:19]=1)[CH2:15][C:14]1[CH:30]=[CH:31][C:11]([C:1]#[C:2][CH2:3][CH2:4][CH2:5][CH2:6][CH2:7][CH2:8][CH2:9][CH3:10])=[CH:12][CH:13]=1)(=[O:34])[CH3:33]. (2) Given the reactants C[O:2][C:3](=[O:24])[CH:4]([C:9]1[CH:14]=[CH:13][C:12]([C:15]2[CH:20]=[CH:19][CH:18]=[CH:17][CH:16]=2)=[CH:11][C:10]=1[N+:21]([O-:23])=[O:22])C(OC)=O, predict the reaction product. The product is: [N+:21]([C:10]1[CH:11]=[C:12]([C:15]2[CH:16]=[CH:17][CH:18]=[CH:19][CH:20]=2)[CH:13]=[CH:14][C:9]=1[CH2:4][C:3]([OH:24])=[O:2])([O-:23])=[O:22].